This data is from Reaction yield outcomes from USPTO patents with 853,638 reactions. The task is: Predict the reaction yield, written as a fraction of the theoretical maximum amount of product (1.0 means a 100% yield; for example, 0.34 means a 34% yield). The reactants are [CH3:1][O:2][C:3]([C:5]1([C:8]2[CH:13]=[CH:12][C:11]([OH:14])=[C:10]([C:15](=O)[CH3:16])[CH:9]=2)[CH2:7][CH2:6]1)=[O:4].Cl.[NH2:19][OH:20].C([O-])(=O)C.[Na+]. The catalyst is CCO. The product is [CH3:1][O:2][C:3]([C:5]1([C:8]2[CH:13]=[CH:12][C:11]([OH:14])=[C:10]([C:15](=[N:19][OH:20])[CH3:16])[CH:9]=2)[CH2:7][CH2:6]1)=[O:4]. The yield is 0.980.